This data is from Peptide-MHC class II binding affinity with 134,281 pairs from IEDB. The task is: Regression. Given a peptide amino acid sequence and an MHC pseudo amino acid sequence, predict their binding affinity value. This is MHC class II binding data. (1) The peptide sequence is VIPEGWKADTCYESK. The MHC is HLA-DQA10301-DQB10302 with pseudo-sequence HLA-DQA10301-DQB10302. The binding affinity (normalized) is 0.0736. (2) The peptide sequence is ASAAILGHDGTVWAQ. The MHC is DRB1_1001 with pseudo-sequence DRB1_1001. The binding affinity (normalized) is 0.297. (3) The peptide sequence is VALTLTSYLGLTQPF. The MHC is HLA-DQA10201-DQB10301 with pseudo-sequence HLA-DQA10201-DQB10301. The binding affinity (normalized) is 0.703. (4) The peptide sequence is SVGSLGRYKDEKDVT. The MHC is HLA-DQA10501-DQB10201 with pseudo-sequence HLA-DQA10501-DQB10201. The binding affinity (normalized) is 0.